From a dataset of Forward reaction prediction with 1.9M reactions from USPTO patents (1976-2016). Predict the product of the given reaction. (1) The product is: [CH2:4]([N:11]1[CH2:16][CH2:15][C:14]([CH3:17])=[C:13]2[C:18]3[CH:19]=[CH:20][CH:21]=[CH:22][C:23]=3[CH2:24][CH:12]12)[C:5]1[CH:6]=[CH:7][CH:8]=[CH:9][CH:10]=1. Given the reactants [BH4-].[Na+].[Br-].[CH2:4]([N+:11]1[CH:16]=[CH:15][C:14]([CH3:17])=[C:13]2[C:18]3[CH:19]=[CH:20][CH:21]=[CH:22][C:23]=3[CH2:24][C:12]=12)[C:5]1[CH:10]=[CH:9][CH:8]=[CH:7][CH:6]=1, predict the reaction product. (2) Given the reactants [F:1][C:2]1[CH:7]=[CH:6][CH:5]=[C:4]([F:8])[C:3]=1[C:9]1[O:10][C:11]([O:23][CH2:24][CH3:25])=[C:12]([C:14]([NH:16][C:17]2[CH:22]=[CH:21][CH:20]=[CH:19][CH:18]=2)=[O:15])[N:13]=1, predict the reaction product. The product is: [F:8][C:4]1[CH:5]=[CH:6][CH:7]=[C:2]([F:1])[C:3]=1[C:9]1[O:15][C:14]([NH:16][C:17]2[CH:22]=[CH:21][CH:20]=[CH:19][CH:18]=2)=[C:12]([C:11]([O:23][CH2:24][CH3:25])=[O:10])[N:13]=1. (3) Given the reactants F[C:2]1[CH:14]=[CH:13][C:5]([C:6]([O:8][C:9]([CH3:12])([CH3:11])[CH3:10])=[O:7])=[CH:4][CH:3]=1.[NH:15]1[CH2:19][CH2:18][C@@H:17]([OH:20])[CH2:16]1.C(=O)([O-])[O-].[K+].[K+].O, predict the reaction product. The product is: [OH:20][C@@H:17]1[CH2:18][CH2:19][N:15]([C:2]2[CH:14]=[CH:13][C:5]([C:6]([O:8][C:9]([CH3:12])([CH3:11])[CH3:10])=[O:7])=[CH:4][CH:3]=2)[CH2:16]1. (4) Given the reactants Br[C:2]1[CH:3]=[CH:4][C:5]([CH2:8][N:9]2[C:18]3[CH:17]=[CH:16][CH:15]=[CH:14][C:13]=3[C:12]3=[N:19][N:20]([C:23]4[CH:28]=[CH:27][CH:26]=[CH:25][C:24]=4[CH3:29])[C:21](=[O:22])[C:11]3=[CH:10]2)=[N:6][CH:7]=1.[CH3:30][Zn]C.[Cl-].[NH4+], predict the reaction product. The product is: [CH3:29][C:24]1[CH:25]=[CH:26][CH:27]=[CH:28][C:23]=1[N:20]1[C:21](=[O:22])[C:11]2=[CH:10][N:9]([CH2:8][C:5]3[CH:4]=[CH:3][C:2]([CH3:30])=[CH:7][N:6]=3)[C:18]3[CH:17]=[CH:16][CH:15]=[CH:14][C:13]=3[C:12]2=[N:19]1. (5) Given the reactants [C:1]1([CH2:7][S:8]([C:11]2[CH:12]=[C:13]3[C:17](=[CH:18][CH:19]=2)[NH:16][C:15](=[O:20])[CH2:14]3)(=[O:10])=[O:9])[CH:6]=[CH:5][CH:4]=[CH:3][CH:2]=1.[CH:21]1([NH:24][CH2:25][C@@H:26]2[CH2:30][CH2:29][CH2:28][N:27]2[C:31]([C:33]2[C:34]([CH3:41])=[C:35]([CH:39]=O)[NH:36][C:37]=2[CH3:38])=[O:32])[CH2:23][CH2:22]1, predict the reaction product. The product is: [CH:21]1([NH:24][CH2:25][C@@H:26]2[CH2:30][CH2:29][CH2:28][N:27]2[C:31]([C:33]2[C:34]([CH3:41])=[C:35](/[CH:39]=[C:14]3\[C:15](=[O:20])[NH:16][C:17]4[C:13]\3=[CH:12][C:11]([S:8]([CH2:7][C:1]3[CH:2]=[CH:3][CH:4]=[CH:5][CH:6]=3)(=[O:10])=[O:9])=[CH:19][CH:18]=4)[NH:36][C:37]=2[CH3:38])=[O:32])[CH2:22][CH2:23]1.